Dataset: Peptide-MHC class II binding affinity with 134,281 pairs from IEDB. Task: Regression. Given a peptide amino acid sequence and an MHC pseudo amino acid sequence, predict their binding affinity value. This is MHC class II binding data. (1) The peptide sequence is YDKFLANVLTVLTGK. The MHC is DRB1_0701 with pseudo-sequence DRB1_0701. The binding affinity (normalized) is 0.653. (2) The peptide sequence is AGWLAFFRDLVARGL. The binding affinity (normalized) is 0.449. The MHC is HLA-DPA10201-DPB10101 with pseudo-sequence HLA-DPA10201-DPB10101. (3) The peptide sequence is QRMFTREELIHFPEF. The MHC is HLA-DQA10102-DQB10501 with pseudo-sequence HLA-DQA10102-DQB10501. The binding affinity (normalized) is 0.